From a dataset of B-cell epitopes from IEDB database with 3,159 antigens for binding position prediction. Token-level Classification. Given an antigen amino acid sequence, predict which amino acid positions are active epitope sites capable of antibody binding. Output is a list of indices for active positions. (1) Given the antigen sequence: MTMRQCAIYGKGGIGKSTTTQNLVAALAEMGKKVMIVGCDPKADSTRLILHAKAQNTIMEMAAEVGSVEDLELEDVLQIGYGDVRCAESGGPEPGVGCAGRGVITAINFLEEEGAYEDDLDFVFYDVLGDVVCGGFAMPIRENKAQEIYIVCSGEMMAMYAANNISKGIVKYAKSGKVRLGGLICNSRQTDREDELIIALAEKLGTQMIHFVPRDNIVQRAEIRRMTVIEYDPACKQANEYRTLAQKIVNNTMKVVPTPCTMDELESLLMEFGIMEEEDTSIIGKTAAEENAA, which amino acid positions are active epitope sites? The epitope positions are: [185, 186, 187, 188, 189, 190, 191, 192, 193, 194, 195, 196]. The amino acids at these positions are: NSRQTDREDELI. (2) Given the antigen sequence: MVLTLLLIICLALEVRSENEEGRLIEKLLGDYDKRIIPAKTLDHIIDVTLKLTLTNLISLNEKEEALTTNVWIEIQWNDYRLSWNTSEYEGIDLVRIPSELLWLPDVVLENNVDGQFEVAYYANVLVYNDGSMYWLPPAIYRSTCPIAVTYFPFDWQNCSLVFRSQTYNAHEVNLQLSAEEGEAVEWIHIDPEDFTENGEWTIRHRPAKKNYNWQLTKDDTDFQEIIFFLIIQRKPLFYIINIIAPCVLISSLVVLVYFLPAQAGGQKCTLSISVLLAQTIFLFLIAQKVPETSLNVPLIGKYLIFVMFVSMLIVMNCVIVLNVSLRTPNTHSLSEKIKHLFLGFLPKYLGMQLEPSEETPEKPQPRRRSSFGIMIKAEEYILKKPRSELMFEEQKDRHGLKRVNKMTSDIDIGTTVDLYKDLANFAPEIKSCVEACNFIAKSTKEQNDSGSENENWVLIGKVIDKACFWIALLLFSIGTLAIFLTGHFNQVPEFPFPGD..., which amino acid positions are active epitope sites? The epitope positions are: [403, 404, 405, 406, 407, 408, 409, 410, 411, 412, 413, 414, 415, 416, 417, 418, 419, 420, 421, 422]. The amino acids at these positions are: VNKMTSDIDIGTTVDLYKDL. (3) Given the antigen sequence: MTVFPTLGLLFLCQLLATTSAQRVGPQGPPGPRGPPGPSGKDGIDGEPGPSGLPGPPGPKGAPGKPGAAGEAGLPGLPGVDGLTGTDGPPGPNGPPGDRGALGPAGPPGPAGKGLPGPPGPPGPSGLPGGNGFRGPPGPSGLPGFPGPPGPPGPPGLAGIIPEGGGDLQCPALCPPGPPGPPGMPGFKGHTGHKGEPGEIGKEGEKGSPGPPGPPGIPGSVGLQGPRGLRGLPGPMGPAGDRGDIGFRGPPGIPGPPGRAGDQGNKGPQGFRGPKGDTGRPGPKGNPGARGLIGEPGIPGKDGRDGAPGLDGEKGDAARMGVPGEKGPNGLPGLPGRAGIKGSKGEPGSPGEMGEAGPSGEPGIPGDVGIPGDRGLPGPRGATGPVGLPGPIGAPGVRGFQGPKGASGEPGLPGPTGIRGESGDRGPAGVIGAKGSQGIAGADGLPGDKGELGPFGPPGQKGEPGKRGELGPKGAQGPNGTAGAPGIPGHPGPMGHQGEQ..., which amino acid positions are active epitope sites? The epitope positions are: [540, 541, 542, 543, 544, 545, 546, 547, 548, 549, 550]. The amino acids at these positions are: RKPLSPGMTGR. (4) Given the antigen sequence: MLDAALPPCPTVAATADCEICPAVKRDVDLFLTGTPDEYVEQVAQYKALPVVLENARILKNCVDAKMTEEDKENALSLLDKIYTSPLC, which amino acid positions are active epitope sites? The epitope positions are: [70, 71, 72, 73, 74, 75, 76, 77, 78, 79, 80, 81, 82, 83]. The amino acids at these positions are: DKENALSLLDKIYT.